Dataset: Forward reaction prediction with 1.9M reactions from USPTO patents (1976-2016). Task: Predict the product of the given reaction. Given the reactants [NH2:1][C:2]1[N:6]=[C:5]([NH2:7])[NH:4][N:3]=1.[F:8][C:9]([F:14])([F:13])[C:10]([OH:12])=[O:11], predict the reaction product. The product is: [O-:12][C:10]([C:9]([F:14])([F:13])[F:8])=[O:11].[NH2:1][C:2]1[NH:3][NH+:4]=[C:5]([NH2:7])[N:6]=1.